From a dataset of Forward reaction prediction with 1.9M reactions from USPTO patents (1976-2016). Predict the product of the given reaction. (1) Given the reactants [CH2:1]([N:5]1[CH2:10][CH2:9][N:8]([CH:11]([CH2:16][C:17]2[CH:22]=[CH:21][CH:20]=[CH:19][CH:18]=2)[C:12]([O:14]C)=[O:13])[C:7](=[O:23])[C:6]1=[O:24])[CH2:2][CH2:3][CH3:4].O.[OH-].[Li+].Cl, predict the reaction product. The product is: [CH2:1]([N:5]1[CH2:10][CH2:9][N:8]([CH:11]([CH2:16][C:17]2[CH:18]=[CH:19][CH:20]=[CH:21][CH:22]=2)[C:12]([OH:14])=[O:13])[C:7](=[O:23])[C:6]1=[O:24])[CH2:2][CH2:3][CH3:4]. (2) Given the reactants [N:1]1([CH2:6][CH:7]2[O:12][C:11]3[CH:13]=[CH:14][C:15]([NH2:17])=[CH:16][C:10]=3[O:9][CH2:8]2)[CH2:5][CH2:4][CH2:3][CH2:2]1.[O:18]([C:25]1[CH:35]=[CH:34][CH:33]=[C:27]2[C:28]([O:30]C(=O)[C:26]=12)=O)[C:19]1[CH:24]=[CH:23][CH:22]=[CH:21][CH:20]=1.C(N(C(C)C)C[CH2:41][O:42]C1C=CC(N)=CC=1OC)(C)C, predict the reaction product. The product is: [O:18]([C:25]1[CH:26]=[C:27]2[C:33](=[CH:34][CH:35]=1)[C:41](=[O:42])[N:17]([C:15]1[CH:14]=[CH:13][C:11]3[O:12][CH:7]([CH2:6][N:1]4[CH2:5][CH2:4][CH2:3][CH2:2]4)[CH2:8][O:9][C:10]=3[CH:16]=1)[C:28]2=[O:30])[C:19]1[CH:20]=[CH:21][CH:22]=[CH:23][CH:24]=1. (3) Given the reactants [CH2:1]1[C:7]2[CH:8]=[CH:9][C:10]([CH:12]3[CH2:17][CH2:16][N:15]([C:18]([C:20]4[CH:27]=[CH:26][C:23]([C:24]#[N:25])=[CH:22][CH:21]=4)=[O:19])[CH2:14][CH2:13]3)=[CH:11][C:6]=2[CH2:5][CH2:4][NH:3][CH2:2]1.[CH3:28][CH:29]1[CH2:33][CH2:32][CH2:31][C:30]1=O.C(O)(=O)C.C(O[BH-](OC(=O)C)OC(=O)C)(=O)C.[Na+], predict the reaction product. The product is: [CH3:28][CH:29]1[CH2:33][CH2:32][CH2:31][CH:30]1[N:3]1[CH2:2][CH2:1][C:7]2[CH:8]=[CH:9][C:10]([CH:12]3[CH2:17][CH2:16][N:15]([C:18]([C:20]4[CH:27]=[CH:26][C:23]([C:24]#[N:25])=[CH:22][CH:21]=4)=[O:19])[CH2:14][CH2:13]3)=[CH:11][C:6]=2[CH2:5][CH2:4]1. (4) Given the reactants [C:1]([C:5]1[CH:6]=[C:7]([NH:11][C:12](=[O:25])[C:13]2[CH:18]=[CH:17][C:16]([N:19]3[CH2:24][CH2:23][NH:22][CH2:21][CH2:20]3)=[N:15][CH:14]=2)[CH:8]=[CH:9][CH:10]=1)([CH3:4])([CH3:3])[CH3:2].[CH3:26][O:27][C:28]([C@H:30]1[CH2:35][CH2:34][C@H:33]([C:36](O)=[O:37])[CH2:32][CH2:31]1)=[O:29].CCN=C=NCCCN(C)C, predict the reaction product. The product is: [CH3:26][O:27][C:28]([CH:30]1[CH2:35][CH2:34][CH:33]([C:36]([N:22]2[CH2:23][CH2:24][N:19]([C:16]3[CH:17]=[CH:18][C:13]([C:12](=[O:25])[NH:11][C:7]4[CH:8]=[CH:9][CH:10]=[C:5]([C:1]([CH3:4])([CH3:2])[CH3:3])[CH:6]=4)=[CH:14][N:15]=3)[CH2:20][CH2:21]2)=[O:37])[CH2:32][CH2:31]1)=[O:29].